Dataset: Cav3 T-type calcium channel HTS with 100,875 compounds. Task: Binary Classification. Given a drug SMILES string, predict its activity (active/inactive) in a high-throughput screening assay against a specified biological target. (1) The compound is S(c1nc(N(C(C)C(OC)=O)C#N)nc(NC(C)C)n1)C. The result is 0 (inactive). (2) The molecule is s1c(C(N2CC(OC(C2)C)C)c2sccc2)c(O)n2ncnc12. The result is 0 (inactive). (3) The molecule is Brc1ccc(c2oc(C(=O)Nc3c(N4CCN(S(=O)(=O)C)CC4)cccc3)cc2)cc1. The result is 0 (inactive). (4) The result is 1 (active). The molecule is O=c1n(CCCN2CCN(CC2)C(c2ccccc2)c2ccccc2)c2c([nH]1)cccc2. (5) The compound is S(c1oc(nn1)c1cc(OC)c(OC)c(OC)c1)CC(=O)/C(=C(\N)C)C#N. The result is 0 (inactive).